Task: Predict the reactants needed to synthesize the given product.. Dataset: Full USPTO retrosynthesis dataset with 1.9M reactions from patents (1976-2016) (1) Given the product [N+:7]([O-:10])([O-:9])=[O:8].[CH2:1]([NH2+:3][CH2:4][CH2:5][O:6][N+:7]([O-:9])=[O:8])[CH3:2], predict the reactants needed to synthesize it. The reactants are: [CH2:1]([NH:3][CH2:4][CH2:5][OH:6])[CH3:2].[N+:7]([O-:10])([OH:9])=[O:8].CC(OC(C)=O)=O. (2) Given the product [CH3:2][S:3]([N:6]1[CH2:11][CH2:10][N:9]([C:17]([O:16][C:12]([CH3:15])([CH3:14])[CH3:13])=[O:18])[CH2:8][CH2:7]1)(=[O:5])=[O:4], predict the reactants needed to synthesize it. The reactants are: [Cl-].[CH3:2][S:3]([N:6]1[CH2:11][CH2:10][NH2+:9][CH2:8][CH2:7]1)(=[O:5])=[O:4].[C:12]([O:16][C:17](N1CCNCC1)=[O:18])([CH3:15])([CH3:14])[CH3:13].CS(Cl)(=O)=O. (3) Given the product [F:1][C:2]1[CH:8]=[C:7]([O:9][C:10]2[CH:11]=[CH:12][C:13]([C:16]3[N:17]=[C:18]([CH2:21][O:22][C:23]4[CH:24]=[CH:25][CH:26]=[CH:27][CH:28]=4)[NH:19][CH:20]=3)=[CH:14][CH:15]=2)[CH:6]=[CH:5][C:3]=1[NH:4][C:36]([NH2:32])=[N:38][N+:39]([O-:41])=[O:40], predict the reactants needed to synthesize it. The reactants are: [F:1][C:2]1[CH:8]=[C:7]([O:9][C:10]2[CH:15]=[CH:14][C:13]([C:16]3[N:17]=[C:18]([CH2:21][O:22][C:23]4[CH:28]=[CH:27][CH:26]=[CH:25][CH:24]=4)[NH:19][CH:20]=3)=[CH:12][CH:11]=2)[CH:6]=[CH:5][C:3]=1[NH2:4].CC1C=C(C)[N:32]([C:36](=[N:38][N+:39]([O-:41])=[O:40])N)N=1.